This data is from Forward reaction prediction with 1.9M reactions from USPTO patents (1976-2016). The task is: Predict the product of the given reaction. (1) Given the reactants [N:1]1([CH2:7][CH2:8][CH2:9][CH2:10][CH2:11][NH2:12])[CH2:6][CH2:5][CH2:4][CH2:3][CH2:2]1.[C:13]([C:15]1[C:23]2[C:18](=[CH:19][CH:20]=[C:21]([CH2:24][CH2:25][NH:26][C:27](=[O:41])[C:28]3[CH:33]=[CH:32][C:31]([C:34]4[CH:39]=[CH:38][N:37]=[C:36](Cl)[N:35]=4)=[CH:30][CH:29]=3)[CH:22]=2)[NH:17][CH:16]=1)#[N:14], predict the reaction product. The product is: [C:13]([C:15]1[C:23]2[C:18](=[CH:19][CH:20]=[C:21]([CH2:24][CH2:25][NH:26][C:27](=[O:41])[C:28]3[CH:33]=[CH:32][C:31]([C:34]4[CH:39]=[CH:38][N:37]=[C:36]([NH:12][CH2:11][CH2:10][CH2:9][CH2:8][CH2:7][N:1]5[CH2:6][CH2:5][CH2:4][CH2:3][CH2:2]5)[N:35]=4)=[CH:30][CH:29]=3)[CH:22]=2)[NH:17][CH:16]=1)#[N:14]. (2) Given the reactants CN(C)CCCN(C)C.[CH3:10][C:11]1[CH:16]=[C:15]([CH3:17])[CH:14]=[C:13]([CH3:18])[C:12]=1[S:19](Cl)(=[O:21])=[O:20].[NH2:23][C:24]1[N:29]=[C:28]([OH:30])[C:27]([CH2:31][C:32]2[CH:37]=[CH:36][C:35]([O:38][CH2:39][CH2:40][CH2:41][O:42][Si:43]([C:46]([CH3:49])([CH3:48])[CH3:47])([CH3:45])[CH3:44])=[CH:34][C:33]=2[O:50][CH3:51])=[C:26]([CH3:52])[N:25]=1.Cl, predict the reaction product. The product is: [CH3:10][C:11]1[CH:16]=[C:15]([CH3:17])[CH:14]=[C:13]([CH3:18])[C:12]=1[S:19]([O:30][C:28]1[C:27]([CH2:31][C:32]2[CH:37]=[CH:36][C:35]([O:38][CH2:39][CH2:40][CH2:41][O:42][Si:43]([C:46]([CH3:47])([CH3:48])[CH3:49])([CH3:45])[CH3:44])=[CH:34][C:33]=2[O:50][CH3:51])=[C:26]([CH3:52])[N:25]=[C:24]([NH2:23])[N:29]=1)(=[O:20])=[O:21].